Dataset: Peptide-MHC class I binding affinity with 185,985 pairs from IEDB/IMGT. Task: Regression. Given a peptide amino acid sequence and an MHC pseudo amino acid sequence, predict their binding affinity value. This is MHC class I binding data. (1) The peptide sequence is ETYHLIDYET. The MHC is HLA-A02:01 with pseudo-sequence HLA-A02:01. The binding affinity (normalized) is 0.255. (2) The peptide sequence is DSSQGSEYDY. The MHC is HLA-A26:01 with pseudo-sequence HLA-A26:01. The binding affinity (normalized) is 0.178. (3) The peptide sequence is TIEGRKVMLY. The MHC is HLA-A26:01 with pseudo-sequence HLA-A26:01. The binding affinity (normalized) is 0.328. (4) The binding affinity (normalized) is 0.899. The MHC is HLA-A02:06 with pseudo-sequence HLA-A02:06. The peptide sequence is KVLFLAAFV. (5) The peptide sequence is FQWMGYELW. The MHC is HLA-B54:01 with pseudo-sequence HLA-B54:01. The binding affinity (normalized) is 0.578. (6) The peptide sequence is STLNFNNLY. The MHC is HLA-A31:01 with pseudo-sequence HLA-A31:01. The binding affinity (normalized) is 0.238. (7) The peptide sequence is FSFEIALLK. The MHC is BoLA-T2a with pseudo-sequence BoLA-T2a. The binding affinity (normalized) is 0.363. (8) The peptide sequence is SAWESFWRI. The MHC is HLA-A02:03 with pseudo-sequence HLA-A02:03. The binding affinity (normalized) is 0.0946. (9) The peptide sequence is MRTNFLIKF. The MHC is HLA-A02:01 with pseudo-sequence HLA-A02:01. The binding affinity (normalized) is 0.